From a dataset of Peptide-MHC class I binding affinity with 185,985 pairs from IEDB/IMGT. Regression. Given a peptide amino acid sequence and an MHC pseudo amino acid sequence, predict their binding affinity value. This is MHC class I binding data. (1) The peptide sequence is SILLSSLLK. The MHC is HLA-A03:01 with pseudo-sequence HLA-A03:01. The binding affinity (normalized) is 0.808. (2) The peptide sequence is AEVAELYRL. The MHC is H-2-Kk with pseudo-sequence H-2-Kk. The binding affinity (normalized) is 0.133. (3) The peptide sequence is KIDKLTFQI. The MHC is HLA-A02:06 with pseudo-sequence HLA-A02:06. The binding affinity (normalized) is 0.655. (4) The peptide sequence is LEIPLIDLRL. The MHC is H-2-Kk with pseudo-sequence H-2-Kk. The binding affinity (normalized) is 0.279. (5) The peptide sequence is GQQFYWPVM. The MHC is HLA-A02:03 with pseudo-sequence HLA-A02:03. The binding affinity (normalized) is 0.